From a dataset of Peptide-MHC class II binding affinity with 134,281 pairs from IEDB. Regression. Given a peptide amino acid sequence and an MHC pseudo amino acid sequence, predict their binding affinity value. This is MHC class II binding data. The peptide sequence is EFKLLSEEKVPWDQV. The MHC is HLA-DQA10501-DQB10303 with pseudo-sequence YNYHQRXFATVLHSLYFGLTYYDVRTETVHLETT. The binding affinity (normalized) is 0.331.